From a dataset of Forward reaction prediction with 1.9M reactions from USPTO patents (1976-2016). Predict the product of the given reaction. Given the reactants C[O:2][C:3](=[O:31])[CH2:4][N:5]1[C:13]2[C:8](=[CH:9][C:10]([F:14])=[CH:11][CH:12]=2)[C:7]([CH2:15][C:16]2[CH:20]=[CH:19][S:18][C:17]=2[S:21]([C:24]2[CH:29]=[CH:28][CH:27]=[CH:26][CH:25]=2)(=[O:23])=[O:22])=[C:6]1[CH3:30].O1CCCC1.[OH-].[Na+].Cl, predict the reaction product. The product is: [F:14][C:10]1[CH:9]=[C:8]2[C:13](=[CH:12][CH:11]=1)[N:5]([CH2:4][C:3]([OH:31])=[O:2])[C:6]([CH3:30])=[C:7]2[CH2:15][C:16]1[CH:20]=[CH:19][S:18][C:17]=1[S:21]([C:24]1[CH:25]=[CH:26][CH:27]=[CH:28][CH:29]=1)(=[O:23])=[O:22].